This data is from Forward reaction prediction with 1.9M reactions from USPTO patents (1976-2016). The task is: Predict the product of the given reaction. (1) Given the reactants C(OC([NH:8][C@@H:9]([CH2:13][C:14]1[CH:19]=[CH:18][C:17]([O:20][CH3:21])=[CH:16][CH:15]=1)[C:10]([OH:12])=[O:11])=O)(C)(C)C.S(=O)(=O)(O)O.[OH-].[Na+].[C:29](=O)([O-])O.[Na+], predict the reaction product. The product is: [NH2:8][C@@H:9]([CH2:13][C:14]1[CH:19]=[CH:18][C:17]([O:20][CH3:21])=[CH:16][CH:15]=1)[C:10]([O:12][CH3:29])=[O:11]. (2) Given the reactants [Cl:1][C:2]1[CH:7]=[CH:6][C:5]([NH:8][C:9](=[O:21])[C:10]2[CH:15]=[CH:14][C:13]([C:16]([F:19])([F:18])[F:17])=[N:12][C:11]=2[CH3:20])=[CH:4][C:3]=1[C:22]1[NH:26][C:25]2[CH:27]=[CH:28][C:29]([N+:31]([O-])=O)=[CH:30][C:24]=2[N:23]=1, predict the reaction product. The product is: [NH2:31][C:29]1[CH:28]=[CH:27][C:25]2[NH:26][C:22]([C:3]3[CH:4]=[C:5]([NH:8][C:9](=[O:21])[C:10]4[CH:15]=[CH:14][C:13]([C:16]([F:17])([F:19])[F:18])=[N:12][C:11]=4[CH3:20])[CH:6]=[CH:7][C:2]=3[Cl:1])=[N:23][C:24]=2[CH:30]=1. (3) Given the reactants [OH:1][C@H:2]([C:19]1[CH:24]=[CH:23][CH:22]=[CH:21][CH:20]=1)[CH2:3][NH:4][C:5]([C@@H:7]([CH2:16][CH:17]=[CH2:18])[CH2:8][C:9]([O:11][C:12]([CH3:15])([CH3:14])[CH3:13])=[O:10])=[O:6].[CH3:25][C@@H:26]([CH2:30][CH:31]=[CH2:32])[C:27](O)=[O:28], predict the reaction product. The product is: [CH3:25][C@@H:26]([CH2:30][CH:31]=[CH2:32])[C:27]([O:1][C@H:2]([C:19]1[CH:20]=[CH:21][CH:22]=[CH:23][CH:24]=1)[CH2:3][NH:4][C:5]([C@@H:7]([CH2:16][CH:17]=[CH2:18])[CH2:8][C:9]([O:11][C:12]([CH3:15])([CH3:14])[CH3:13])=[O:10])=[O:6])=[O:28]. (4) Given the reactants [Cl:1][C:2]1[CH:3]=[C:4]([N+:15]([O-:17])=[O:16])[CH:5]=[CH:6][C:7]=1[O:8][CH:9]1[CH2:14][CH2:13][NH:12][CH2:11][CH2:10]1.[CH3:18][S:19](Cl)(=[O:21])=[O:20].C(N(CC)CC)C, predict the reaction product. The product is: [Cl:1][C:2]1[CH:3]=[C:4]([N+:15]([O-:17])=[O:16])[CH:5]=[CH:6][C:7]=1[O:8][CH:9]1[CH2:14][CH2:13][N:12]([S:19]([CH3:18])(=[O:21])=[O:20])[CH2:11][CH2:10]1. (5) Given the reactants [C@@H:1]1([N:10]2[C:20]3[N:19]=[C:17]([NH2:18])[NH:16][C:14](=[O:15])[C:13]=3[N:12]=[CH:11]2)[O:9][C@H:6]([CH2:7][OH:8])[C@@H:4]([OH:5])[C@H:2]1[OH:3].[Br:21]N1C(=O)CCC1=O, predict the reaction product. The product is: [Br:21][C:11]1[N:10]([C:20]2[N:19]=[C:17]([NH2:18])[NH:16][C:14](=[O:15])[C:13]=2[N:12]=1)[C@@H:1]1[O:9][C@H:6]([CH2:7][OH:8])[C@@H:4]([OH:5])[C@H:2]1[OH:3]. (6) Given the reactants [OH:1][C:2]1[C:3]([C:17](=[N:19][NH:20][C:21]([C:23]2[CH:32]=[CH:31][C:26]([C:27]([O:29]C)=[O:28])=[CH:25][CH:24]=2)=[O:22])[CH3:18])=[N:4][N:5]([CH3:16])[C:6]=1[C:7]1[CH:12]=[CH:11][C:10]([CH2:13][CH2:14][CH3:15])=[CH:9][CH:8]=1.CO.[OH-].[Na+].Cl, predict the reaction product. The product is: [OH:1][C:2]1[C:3]([C:17](=[N:19][NH:20][C:21]([C:23]2[CH:24]=[CH:25][C:26]([C:27]([OH:29])=[O:28])=[CH:31][CH:32]=2)=[O:22])[CH3:18])=[N:4][N:5]([CH3:16])[C:6]=1[C:7]1[CH:8]=[CH:9][C:10]([CH2:13][CH2:14][CH3:15])=[CH:11][CH:12]=1. (7) The product is: [Si:6]([O:13][C@@H:14]1[N:20]([C:21]([O:23][CH2:24][CH:25]=[CH2:26])=[O:22])[C:19]2[CH:27]=[C:28]([OH:33])[C:29]([O:31][CH3:32])=[CH:30][C:18]=2[C:17](=[O:44])[N:16]2[CH:45]=[C:46]([CH3:48])[CH2:47][C@@H:15]12)([C:9]([CH3:10])([CH3:11])[CH3:12])([CH3:7])[CH3:8]. Given the reactants C([O-])(=O)C.[Li+].[Si:6]([O:13][C@@H:14]1[N:20]([C:21]([O:23][CH2:24][CH:25]=[CH2:26])=[O:22])[C:19]2[CH:27]=[C:28]([O:33][Si](C(C)C)(C(C)C)C(C)C)[C:29]([O:31][CH3:32])=[CH:30][C:18]=2[C:17](=[O:44])[N:16]2[CH:45]=[C:46]([CH3:48])[CH2:47][C@@H:15]12)([C:9]([CH3:12])([CH3:11])[CH3:10])([CH3:8])[CH3:7], predict the reaction product. (8) Given the reactants [Cl:1][C:2]1[S:6][C:5]([S:7](Cl)(=[O:9])=[O:8])=[CH:4][CH:3]=1.BrC1SC(S(Cl)(=O)=O)=CC=1.[CH2:21]1[CH2:26][CH2:25][CH:24]([C@H:27]([NH2:31])[C:28](O)=[O:29])[CH2:23][CH2:22]1.CC(C1C=CC=CC=1)C(C(O)=O)N.N[C@H](C(O)=O)[C@@H](CC)C, predict the reaction product. The product is: [Cl:1][C:2]1[S:6][C:5]([S:7]([NH:31][C@@H:27]([CH:24]2[CH2:25][CH2:26][CH2:21][CH2:22][CH2:23]2)[CH2:28][OH:29])(=[O:9])=[O:8])=[CH:4][CH:3]=1. (9) Given the reactants CS(C)=O.[Br:5][C:6]1[CH:7]=[CH:8][C:9]([F:13])=[C:10]([SH:12])[CH:11]=1.Br[CH:15]1[CH2:20][CH2:19][CH2:18][O:17][CH2:16]1.C(=O)([O-])[O-].[Cs+].[Cs+], predict the reaction product. The product is: [Br:5][C:6]1[CH:7]=[CH:8][C:9]([F:13])=[C:10]([S:12][CH:15]2[CH2:20][CH2:19][CH2:18][O:17][CH2:16]2)[CH:11]=1.